The task is: Predict the product of the given reaction.. This data is from Forward reaction prediction with 1.9M reactions from USPTO patents (1976-2016). (1) Given the reactants [C:1]([O:5][C:6]([N:8]1[CH2:13][CH2:12][N:11]([C:14]2[CH:23]=[C:22]3[C:17]([CH:18]=[C:19]([C:24]([O:26]CC)=[O:25])[CH:20]=[N:21]3)=[CH:16][CH:15]=2)[CH2:10][CH2:9]1)=[O:7])([CH3:4])([CH3:3])[CH3:2].[OH-].[Na+], predict the reaction product. The product is: [C:1]([O:5][C:6]([N:8]1[CH2:9][CH2:10][N:11]([C:14]2[CH:23]=[C:22]3[C:17]([CH:18]=[C:19]([C:24]([OH:26])=[O:25])[CH:20]=[N:21]3)=[CH:16][CH:15]=2)[CH2:12][CH2:13]1)=[O:7])([CH3:4])([CH3:2])[CH3:3]. (2) Given the reactants [C:1]12([NH2:11])[CH2:10][CH:5]3[CH2:6][CH:7]([CH2:9][CH:3]([CH2:4]3)[CH2:2]1)[CH2:8]2.[F:12][C:13]1[CH:20]=[CH:19][C:16]([CH:17]=O)=[CH:15][CH:14]=1, predict the reaction product. The product is: [C:1]12([NH:11][CH2:17][C:16]3[CH:19]=[CH:20][C:13]([F:12])=[CH:14][CH:15]=3)[CH2:8][CH:7]3[CH2:6][CH:5]([CH2:4][CH:3]([CH2:9]3)[CH2:2]1)[CH2:10]2. (3) Given the reactants [Cl:1][C:2]1[C:7]([F:8])=[CH:6][CH:5]=[C:4]([O:9][CH3:10])[C:3]=1[CH:11](O)[CH3:12].C(N(CC)CC)C.CS([Cl:25])(=O)=O, predict the reaction product. The product is: [Cl:1][C:2]1[C:3]([CH:11]([Cl:25])[CH3:12])=[C:4]([O:9][CH3:10])[CH:5]=[CH:6][C:7]=1[F:8]. (4) Given the reactants [O:1]=[C:2]1[C:10]2[C:5](=[CH:6][C:7]([O:11][C:12]3[CH:20]=[CH:19][C:15]([C:16]([NH2:18])=[O:17])=[CH:14][N:13]=3)=[CH:8][CH:9]=2)[CH2:4][CH2:3]1.[BH4-].[Na+], predict the reaction product. The product is: [OH:1][CH:2]1[C:10]2[C:5](=[CH:6][C:7]([O:11][C:12]3[CH:20]=[CH:19][C:15]([C:16]([NH2:18])=[O:17])=[CH:14][N:13]=3)=[CH:8][CH:9]=2)[CH2:4][CH2:3]1. (5) Given the reactants [CH2:1]([N:8]1[CH2:13][CH2:12][N:11](C(OC(C)(C)C)=O)[C@H:10]([CH2:21][C:22]2[CH:27]=[CH:26][C:25]([C:28]#[N:29])=[CH:24][CH:23]=2)[CH2:9]1)[C:2]1[CH:7]=[CH:6][CH:5]=[CH:4][CH:3]=1.C(O)(C(F)(F)F)=O, predict the reaction product. The product is: [CH2:1]([N:8]1[CH2:13][CH2:12][NH:11][C@H:10]([CH2:21][C:22]2[CH:23]=[CH:24][C:25]([C:28]#[N:29])=[CH:26][CH:27]=2)[CH2:9]1)[C:2]1[CH:3]=[CH:4][CH:5]=[CH:6][CH:7]=1. (6) Given the reactants [CH:1]([C@@H:4]1[NH:27][C:26]2[O:28][C:23](=[N:24][N:25]=2)[CH2:22][CH2:21][CH2:20][CH2:19][C:18]2[CH:29]=[C:30]3[C:15](=[CH:16][CH:17]=2)[C:14]([CH:31]=[CH2:32])=[CH:13][N:12]=[C:11]3[O:10][C@H:9]2[CH2:33][N:6]([C@H:7]([C:34]([O:36][CH3:37])=[O:35])[CH2:8]2)[C:5]1=[O:38])([CH3:3])[CH3:2], predict the reaction product. The product is: [CH2:31]([C:14]1[C:15]2[C:30]3=[CH:29][C:18]([CH2:19][CH2:20][CH2:21][CH2:22][C:23]4[O:28][C:26]([NH:27][C@@H:4]([CH:1]([CH3:3])[CH3:2])[C:5](=[O:38])[N:6]5[CH2:33][C@H:9]([O:10][C:11]3=[N:12][CH:13]=1)[CH2:8][C@H:7]5[C:34]([O:36][CH3:37])=[O:35])=[N:25][N:24]=4)=[CH:17][CH:16]=2)[CH3:32]. (7) Given the reactants [CH3:1][O:2][CH2:3][C@H:4]([CH3:49])[CH2:5][O:6][CH2:7][C:8]1[CH:13]=[CH:12][C:11]([C@@H:14]2[C@@H:19]([O:20][CH2:21][C:22]3[CH:23]=[CH:24][C:25]4[O:30][CH2:29][CH2:28][N:27]([CH2:31][CH2:32][CH2:33][O:34][CH3:35])[C:26]=4[CH:36]=3)[CH2:18][N:17]([S:37]([C:40]3[CH:45]=[CH:44][C:43]([CH3:46])=[CH:42][CH:41]=3)(=[O:39])=[O:38])[C@H:16]([CH2:47][OH:48])[CH2:15]2)=[CH:10][CH:9]=1, predict the reaction product. The product is: [CH3:1][O:2][CH2:3][C@H:4]([CH3:49])[CH2:5][O:6][CH2:7][C:8]1[CH:13]=[CH:12][C:11]([C@@H:14]2[C@@H:19]([O:20][CH2:21][C:22]3[CH:23]=[CH:24][C:25]4[O:30][CH2:29][CH2:28][N:27]([CH2:31][CH2:32][CH2:33][O:34][CH3:35])[C:26]=4[CH:36]=3)[CH2:18][N:17]([S:37]([C:40]3[CH:45]=[CH:44][C:43]([CH3:46])=[CH:42][CH:41]=3)(=[O:38])=[O:39])[C@H:16]([CH2:47][O:48][S:37]([CH3:40])(=[O:39])=[O:38])[CH2:15]2)=[CH:10][CH:9]=1.